From a dataset of Full USPTO retrosynthesis dataset with 1.9M reactions from patents (1976-2016). Predict the reactants needed to synthesize the given product. (1) The reactants are: [H-].[Na+].[Br:3][C:4]1[C:15]2[O:14][C:11]3([CH2:13][CH2:12]3)[C:10](=[O:16])[NH:9][C:8]=2[CH:7]=[C:6]([S:17]([CH3:20])(=[O:19])=[O:18])[CH:5]=1.[CH3:21]I. Given the product [Br:3][C:4]1[C:15]2[O:14][C:11]3([CH2:13][CH2:12]3)[C:10](=[O:16])[N:9]([CH3:21])[C:8]=2[CH:7]=[C:6]([S:17]([CH3:20])(=[O:19])=[O:18])[CH:5]=1, predict the reactants needed to synthesize it. (2) Given the product [F:30][C:26]1[CH:27]=[C:28]2[C:23](=[CH:24][CH:25]=1)[NH:22][CH2:21][CH:20]([NH:19][C:51]([C:49]1[NH:48][C:47]3[S:54][CH:44]=[CH:45][C:46]=3[CH:50]=1)=[O:52])[CH2:29]2, predict the reactants needed to synthesize it. The reactants are: CCN(CC)CC.C1C=CC2N(O)N=NC=2C=1.Cl.[NH2:19][CH:20]1[CH2:29][C:28]2[C:23](=[CH:24][CH:25]=[C:26]([F:30])[CH:27]=2)[NH:22][C:21]1=O.CCN=C=NCCCN(C)C.Cl[C:44]1[S:54][C:47]2[NH:48][C:49]([C:51](O)=[O:52])=[CH:50][C:46]=2[CH:45]=1.